This data is from Forward reaction prediction with 1.9M reactions from USPTO patents (1976-2016). The task is: Predict the product of the given reaction. (1) Given the reactants [CH3:1][CH:2]([CH3:14])[CH2:3][CH:4]([C:6]1[S:7][CH:8]=[CH:9][C:10]=1[N+:11]([O-])=O)[CH3:5].[Sn](Cl)(Cl)(Cl)Cl.Cl.[OH-].[Na+], predict the reaction product. The product is: [CH3:1][CH:2]([CH3:14])[CH2:3][CH:4]([C:6]1[S:7][CH:8]=[CH:9][C:10]=1[NH2:11])[CH3:5]. (2) The product is: [NH2:13][CH2:14][CH:15]1[CH2:10][CH2:9][N:8]([CH2:1][C:2]2[CH:3]=[CH:4][CH:5]=[CH:6][CH:7]=2)[CH2:24][CH2:23]1. Given the reactants [CH2:1]([NH:8][C:9](=O)[CH:10]1[CH2:15][CH2:14][NH:13]CC1)[C:2]1[CH:7]=[CH:6][CH:5]=[CH:4][CH:3]=1.[H-].[H-].[H-].[H-].[Li+].[Al+3].[CH2:23]1COC[CH2:24]1, predict the reaction product. (3) Given the reactants [CH3:1][C:2]([OH:6])([C:4]#[CH:5])[CH3:3].C([Li])CCC.[C:12]1(=[O:17])[CH2:16][CH2:15][CH2:14][CH2:13]1, predict the reaction product. The product is: [OH:6][C:2]([CH3:3])([CH3:1])[C:4]#[C:5][C:12]1([OH:17])[CH2:16][CH2:15][CH2:14][CH2:13]1. (4) Given the reactants [Cl:1][C:2]1[N:3]=[C:4]([N:15]2[CH2:20][CH2:19][O:18][CH2:17][CH2:16]2)[C:5]2[N:10]=[C:9]([C:11]([OH:14])([CH3:13])[CH3:12])[S:8][C:6]=2[N:7]=1.[H-].[Na+].CI.[C:25](OCC)(=O)C, predict the reaction product. The product is: [Cl:1][C:2]1[N:3]=[C:4]([N:15]2[CH2:16][CH2:17][O:18][CH2:19][CH2:20]2)[C:5]2[N:10]=[C:9]([C:11]([O:14][CH3:25])([CH3:13])[CH3:12])[S:8][C:6]=2[N:7]=1. (5) Given the reactants Br[C:2]1[C:12]2[CH2:11][CH2:10][N:9]([C:13](=[O:18])[C:14]([F:17])([F:16])[F:15])[CH2:8][CH:7]([CH3:19])[C:6]=2[NH:5][C:4](=[O:20])[CH:3]=1, predict the reaction product. The product is: [CH3:19][CH:7]1[C:6]2[NH:5][C:4](=[O:20])[CH:3]=[CH:2][C:12]=2[CH2:11][CH2:10][N:9]([C:13](=[O:18])[C:14]([F:17])([F:16])[F:15])[CH2:8]1.